This data is from Forward reaction prediction with 1.9M reactions from USPTO patents (1976-2016). The task is: Predict the product of the given reaction. (1) Given the reactants [Si]([O:8][CH2:9][C@@H:10]1[C@@H:14]([O:15][Si:16]([CH:23]([CH3:25])[CH3:24])([CH:20]([CH3:22])[CH3:21])[CH:17]([CH3:19])[CH3:18])[CH2:13][C@H:12]([NH:26][C:27]2[C:32]([C:33]([C:35]3[S:39][CH:38]=[C:37]([C:40](=[O:42])[CH3:41])[CH:36]=3)=[O:34])=[CH:31][N:30]=[CH:29][N:28]=2)[CH2:11]1)(C(C)(C)C)(C)C.Cl, predict the reaction product. The product is: [OH:8][CH2:9][C@@H:10]1[C@@H:14]([O:15][Si:16]([CH:23]([CH3:24])[CH3:25])([CH:20]([CH3:22])[CH3:21])[CH:17]([CH3:19])[CH3:18])[CH2:13][C@H:12]([NH:26][C:27]2[C:32]([C:33]([C:35]3[S:39][CH:38]=[C:37]([C:40](=[O:42])[CH3:41])[CH:36]=3)=[O:34])=[CH:31][N:30]=[CH:29][N:28]=2)[CH2:11]1. (2) Given the reactants [CH3:1][C:2]1[C:3]([C:8]([O:10][CH3:11])=[O:9])=[N:4][CH:5]=[CH:6][CH:7]=1.[ClH:12], predict the reaction product. The product is: [ClH:12].[CH3:1][CH:2]1[CH2:7][CH2:6][CH2:5][NH:4][CH:3]1[C:8]([O:10][CH3:11])=[O:9]. (3) Given the reactants [CH3:1][N:2]([CH2:13][C:14]1[N:18]([CH2:19][C:20]2[CH:21]=[C:22]([CH:25]=[CH:26][CH:27]=2)[C:23]#[N:24])[C:17]2[CH:28]=[CH:29][CH:30]=[CH:31][C:16]=2[N:15]=1)[CH:3]1[C:12]2[N:11]=[CH:10][CH:9]=[CH:8][C:7]=2[CH2:6][CH2:5][CH2:4]1.NCC1C=CC(CN2C3C=CC=CC=3N=C2CN(C)C2C3N=CC=CC=3CCC2)=CC=1, predict the reaction product. The product is: [NH2:24][CH2:23][C:22]1[CH:21]=[C:20]([CH2:19][N:18]2[C:17]3[CH:28]=[CH:29][CH:30]=[CH:31][C:16]=3[N:15]=[C:14]2[CH2:13][N:2]([CH3:1])[CH:3]2[C:12]3[N:11]=[CH:10][CH:9]=[CH:8][C:7]=3[CH2:6][CH2:5][CH2:4]2)[CH:27]=[CH:26][CH:25]=1. (4) Given the reactants [C:1]([C:3]1[CH:4]=[C:5]([C:19]2[N:24]=[CH:23][N:22]=[C:21]([NH:25][C:26]3[CH:31]=[CH:30][C:29]([N:32]4[CH2:37][CH2:36][N:35](C(OC(C)(C)C)=O)[CH2:34][CH2:33]4)=[C:28]([F:45])[CH:27]=3)[N:20]=2)[CH:6]=[CH:7][C:8]=1[O:9][C@H:10]1[CH2:15][CH2:14][N:13]([CH:16]=[O:17])[CH2:12][C@H:11]1[F:18])#[N:2].FC(F)(F)C(O)=O, predict the reaction product. The product is: [F:18][C@H:11]1[C@@H:10]([O:9][C:8]2[CH:7]=[CH:6][C:5]([C:19]3[N:20]=[C:21]([NH:25][C:26]4[CH:31]=[CH:30][C:29]([N:32]5[CH2:33][CH2:34][NH:35][CH2:36][CH2:37]5)=[C:28]([F:45])[CH:27]=4)[N:22]=[CH:23][N:24]=3)=[CH:4][C:3]=2[C:1]#[N:2])[CH2:15][CH2:14][N:13]([CH:16]=[O:17])[CH2:12]1.